This data is from Full USPTO retrosynthesis dataset with 1.9M reactions from patents (1976-2016). The task is: Predict the reactants needed to synthesize the given product. (1) Given the product [CH2:18]([C@H:10]1[CH2:9][NH:8][CH2:12][C@@H:11]1[CH2:13][N:14]([CH:15]([CH3:16])[CH3:17])[C:36](=[O:37])[C:35]1[CH:39]=[CH:40][C:41]([O:42][CH3:43])=[C:33]([O:32][CH2:25][CH2:26][CH2:27][OH:45])[CH:34]=1)[C:19]1[CH:20]=[CH:21][CH:22]=[CH:23][CH:24]=1, predict the reactants needed to synthesize it. The reactants are: C(OC([N:8]1[CH2:12][C@H:11]([CH2:13][NH:14][CH:15]([CH3:17])[CH3:16])[C@@H:10]([CH2:18][C:19]2[CH:24]=[CH:23][CH:22]=[CH:21][CH:20]=2)[CH2:9]1)=O)(C)(C)C.[CH2:25]([O:32][C:33]1[CH:34]=[C:35]([CH:39]=[CH:40][C:41]=1[O:42][CH3:43])[C:36](O)=[O:37])[C:26]1C=CC=C[CH:27]=1.C([O-])([O-])=[O:45].[K+].[K+].CC#N.O. (2) Given the product [Cl:1][C:2]1[CH:3]=[CH:4][C:5]([C:8]2[CH:13]=[CH:12][C:11]([CH:14]([O:19][C:34]3[CH:46]=[CH:45][C:37]([O:38][CH2:39][C:40]([O:42][CH2:43][CH3:44])=[O:41])=[C:36]([CH3:47])[CH:35]=3)[CH2:15][CH2:16][CH2:17][CH3:18])=[CH:10][CH:9]=2)=[CH:6][CH:7]=1, predict the reactants needed to synthesize it. The reactants are: [Cl:1][C:2]1[CH:7]=[CH:6][C:5]([C:8]2[CH:13]=[CH:12][C:11]([CH:14]([OH:19])[CH2:15][CH2:16][CH2:17][CH3:18])=[CH:10][CH:9]=2)=[CH:4][CH:3]=1.P(CCCC)(CCCC)CCCC.O[C:34]1[CH:46]=[CH:45][C:37]([O:38][CH2:39][C:40]([O:42][CH2:43][CH3:44])=[O:41])=[C:36]([CH3:47])[CH:35]=1.C1CCN(C(N=NC(N2CCCCC2)=O)=O)CC1.